Task: Predict the reactants needed to synthesize the given product.. Dataset: Full USPTO retrosynthesis dataset with 1.9M reactions from patents (1976-2016) Given the product [C:19]([CH2:18][O:1][C:2]1[CH:15]=[CH:14][C:13]2[S:12][C:11]3[C:6](=[CH:7][CH:8]=[CH:9][CH:10]=3)[C:5](=[O:16])[C:4]=2[CH:3]=1)([OH:21])=[O:20], predict the reactants needed to synthesize it. The reactants are: [OH:1][C:2]1[CH:15]=[CH:14][C:13]2[S:12][C:11]3[C:6](=[CH:7][CH:8]=[CH:9][CH:10]=3)[C:5](=[O:16])[C:4]=2[CH:3]=1.Br[CH2:18][C:19]([O:21]CC)=[O:20].